This data is from Ames mutagenicity test results for genotoxicity prediction. The task is: Regression/Classification. Given a drug SMILES string, predict its toxicity properties. Task type varies by dataset: regression for continuous values (e.g., LD50, hERG inhibition percentage) or binary classification for toxic/non-toxic outcomes (e.g., AMES mutagenicity, cardiotoxicity, hepatotoxicity). Dataset: ames. (1) The drug is BrC[C@H]1CO1. The result is 1 (mutagenic). (2) The compound is C=CCN=C=S. The result is 1 (mutagenic). (3) The compound is COc1ccc([N+](=O)[O-])c2c(NCCCN(C)C)c3ccccc3nc12. The result is 1 (mutagenic). (4) The drug is CCCCCCC(=O)O. The result is 0 (non-mutagenic).